Dataset: Full USPTO retrosynthesis dataset with 1.9M reactions from patents (1976-2016). Task: Predict the reactants needed to synthesize the given product. (1) Given the product [CH3:11][C:7]1[CH:8]=[CH:9][CH:10]=[C:2]([NH:1][CH2:18][C:15]2[CH:16]=[CH:17][N:12]=[CH:13][CH:14]=2)[C:3]=1[C:4]([OH:6])=[O:5], predict the reactants needed to synthesize it. The reactants are: [NH2:1][C:2]1[CH:10]=[CH:9][CH:8]=[C:7]([CH3:11])[C:3]=1[C:4]([OH:6])=[O:5].[N:12]1[CH:17]=[CH:16][C:15]([CH:18]=O)=[CH:14][CH:13]=1. (2) Given the product [C:5](#[N:6])[CH2:4][CH2:3]/[CH:2]=[CH:39]\[CH2:38][CH2:37][CH2:36]/[CH:35]=[CH:34]\[CH2:33][CH3:32], predict the reactants needed to synthesize it. The reactants are: Br[CH2:2][CH2:3][CH2:4][C:5]#[N:6].C1(P(C2C=CC=CC=2)C2C=CC=CC=2)C=CC=CC=1.CC(C)([O-])C.[K+].[CH:32](=O)[CH2:33][CH2:34][CH2:35]/[CH:36]=[CH:37]\[CH2:38][CH3:39].